Regression. Given a peptide amino acid sequence and an MHC pseudo amino acid sequence, predict their binding affinity value. This is MHC class I binding data. From a dataset of Peptide-MHC class I binding affinity with 185,985 pairs from IEDB/IMGT. The peptide sequence is FMPEWANF. The MHC is H-2-Kb with pseudo-sequence H-2-Kb. The binding affinity (normalized) is 0.179.